Task: Predict the reactants needed to synthesize the given product.. Dataset: Full USPTO retrosynthesis dataset with 1.9M reactions from patents (1976-2016) (1) Given the product [O:26]1[CH2:25][CH2:24][CH2:23][O:22][CH:21]1[CH2:20][CH2:19][CH:18]([C:27]1[S:31][C:30]([C:32]2[CH:33]=[CH:34][C:35]([C:38]([F:41])([F:40])[F:39])=[CH:36][CH:37]=2)=[N:29][C:28]=1[CH3:42])[O:17][C:14]1[CH:15]=[C:16]2[C:11]([CH:10]=[CH:9][N:8]2[CH2:7][C:6]([OH:43])=[O:5])=[CH:12][CH:13]=1, predict the reactants needed to synthesize it. The reactants are: C([O:5][C:6](=[O:43])[CH2:7][N:8]1[C:16]2[C:11](=[CH:12][CH:13]=[C:14]([O:17][CH:18]([C:27]3[S:31][C:30]([C:32]4[CH:37]=[CH:36][C:35]([C:38]([F:41])([F:40])[F:39])=[CH:34][CH:33]=4)=[N:29][C:28]=3[CH3:42])[CH2:19][CH2:20][CH:21]3[O:26][CH2:25][CH2:24][CH2:23][O:22]3)[CH:15]=2)[CH:10]=[CH:9]1)(C)(C)C.[Li+].[OH-]. (2) Given the product [ClH:65].[C:1]([C:4]1[CH:5]=[C:6]([NH:10][C:11]([NH:13][CH2:14][CH2:15][CH2:16][N:17]2[CH2:22][C@@H:21]3[CH2:23][CH2:24][C@H:18]2[C@H:19]([CH2:25][C:26]2[CH:27]=[CH:28][C:29]([F:32])=[CH:30][CH:31]=2)[CH2:20]3)=[O:12])[CH:7]=[CH:8][CH:9]=1)(=[O:3])[CH3:2].[ClH:65].[C:33]([C:36]1[CH:37]=[C:38]([NH:42][C:43]([NH:45][CH2:46][CH2:47][CH2:48][N:49]2[CH2:54][C@H:53]3[CH2:55][CH2:56][C@@H:50]2[C@@H:51]([CH2:57][C:58]2[CH:59]=[CH:60][C:61]([F:64])=[CH:62][CH:63]=2)[CH2:52]3)=[O:44])[CH:39]=[CH:40][CH:41]=1)(=[O:35])[CH3:34], predict the reactants needed to synthesize it. The reactants are: [C:1]([C:4]1[CH:5]=[C:6]([NH:10][C:11]([NH:13][CH2:14][CH2:15][CH2:16][N:17]2[CH2:22][C@@H:21]3[CH2:23][CH2:24][C@H:18]2[C@H:19]([CH2:25][C:26]2[CH:31]=[CH:30][C:29]([F:32])=[CH:28][CH:27]=2)[CH2:20]3)=[O:12])[CH:7]=[CH:8][CH:9]=1)(=[O:3])[CH3:2].[C:33]([C:36]1[CH:37]=[C:38]([NH:42][C:43]([NH:45][CH2:46][CH2:47][CH2:48][N:49]2[CH2:54][C@H:53]3[CH2:55][CH2:56][C@@H:50]2[C@@H:51]([CH2:57][C:58]2[CH:63]=[CH:62][C:61]([F:64])=[CH:60][CH:59]=2)[CH2:52]3)=[O:44])[CH:39]=[CH:40][CH:41]=1)(=[O:35])[CH3:34].[ClH:65].C(OCC)C. (3) Given the product [CH3:21][C:16]1([CH3:22])[C:17]([CH3:20])([CH3:19])[O:18][B:14]([C:2]2[CH:3]=[C:4]([C:8]3[CH:9]=[N:10][CH:11]=[CH:12][CH:13]=3)[CH:5]=[N:6][CH:7]=2)[O:15]1, predict the reactants needed to synthesize it. The reactants are: Br[C:2]1[CH:3]=[C:4]([C:8]2[CH:9]=[N:10][CH:11]=[CH:12][CH:13]=2)[CH:5]=[N:6][CH:7]=1.[B:14]1([B:14]2[O:18][C:17]([CH3:20])([CH3:19])[C:16]([CH3:22])([CH3:21])[O:15]2)[O:18][C:17]([CH3:20])([CH3:19])[C:16]([CH3:22])([CH3:21])[O:15]1.C([O-])(=O)C.[K+]. (4) Given the product [CH3:16][O:15][CH2:14][CH2:13][O:12][C:9]1[CH:10]=[C:11]2[C:2]([NH:31][C:30]3[CH:32]=[CH:33][CH:34]=[C:28]([C:26]#[CH:27])[CH:29]=3)=[N:3][CH:4]=[N:5][C:6]2=[CH:7][C:8]=1[O:17][CH2:18][CH2:19][O:20][CH3:21].[ClH:1], predict the reactants needed to synthesize it. The reactants are: [Cl:1][C:2]1[C:11]2[C:6](=[CH:7][C:8]([O:17][CH2:18][CH2:19][O:20][CH3:21])=[C:9]([O:12][CH2:13][CH2:14][O:15][CH3:16])[CH:10]=2)[N:5]=[CH:4][N:3]=1.CS(C)=O.[C:26]([C:28]1[CH:29]=[C:30]([CH:32]=[CH:33][CH:34]=1)[NH2:31])#[CH:27]. (5) Given the product [CH2:1]([O:8][C:9]1[C:10](=[O:28])[CH:11]=[C:12]([CH2:17][NH:18][S:19]([C:22]2[CH:23]=[CH:24][CH:25]=[CH:26][CH:27]=2)(=[O:21])=[O:20])[O:13][C:14]=1[CH:15]=[O:16])[C:2]1[CH:3]=[CH:4][CH:5]=[CH:6][CH:7]=1, predict the reactants needed to synthesize it. The reactants are: [CH2:1]([O:8][C:9]1[C:10](=[O:28])[CH:11]=[C:12]([CH2:17][NH:18][S:19]([C:22]2[CH:27]=[CH:26][CH:25]=[CH:24][CH:23]=2)(=[O:21])=[O:20])[O:13][C:14]=1[CH2:15][OH:16])[C:2]1[CH:7]=[CH:6][CH:5]=[CH:4][CH:3]=1.C(OCC)(=O)C. (6) Given the product [CH3:20][C:16]1([CH3:19])[O:15][CH2:14][CH:13]([CH2:12][NH:26][CH:21]2[CH2:25][CH2:24][CH2:23][CH2:22]2)[CH2:18][O:17]1, predict the reactants needed to synthesize it. The reactants are: CC1C=CC(S(O[CH2:12][CH:13]2[CH2:18][O:17][C:16]([CH3:20])([CH3:19])[O:15][CH2:14]2)(=O)=O)=CC=1.[CH:21]1([NH2:26])[CH2:25][CH2:24][CH2:23][CH2:22]1. (7) Given the product [Br:1][C:11]1[C:12]2[C:13](=[N:14][CH:15]=[C:16]([C:18]3[C:27]4[C:22](=[CH:23][CH:24]=[CH:25][CH:26]=4)[CH:21]=[C:20]([NH:28][C:29](=[O:35])[O:30][C:31]([CH3:32])([CH3:34])[CH3:33])[N:19]=3)[CH:17]=2)[NH:9][CH:10]=1, predict the reactants needed to synthesize it. The reactants are: [Br:1]N1C(=O)CCC1=O.[NH:9]1[C:13]2=[N:14][CH:15]=[C:16]([C:18]3[C:27]4[C:22](=[CH:23][CH:24]=[CH:25][CH:26]=4)[CH:21]=[C:20]([NH:28][C:29](=[O:35])[O:30][C:31]([CH3:34])([CH3:33])[CH3:32])[N:19]=3)[CH:17]=[C:12]2[CH:11]=[CH:10]1.